From a dataset of Drug-induced liver injury (DILI) classification data. Regression/Classification. Given a drug SMILES string, predict its toxicity properties. Task type varies by dataset: regression for continuous values (e.g., LD50, hERG inhibition percentage) or binary classification for toxic/non-toxic outcomes (e.g., AMES mutagenicity, cardiotoxicity, hepatotoxicity). Dataset: dili. (1) The molecule is OCC1OC(OC2C(CO)OC(O)C(O)C2O)C(O)C(O)C1O. The result is 0 (no liver injury). (2) The drug is CCCCN1C(=O)C(C(O)C2CCCCC2)NC(=O)C12CCN(Cc1ccc(Oc3ccc(C(=O)O)cc3)cc1)CC2. The result is 1 (causes liver injury). (3) The compound is O=C1OC(C(O)CO)C(O)=C1O. The result is 0 (no liver injury). (4) The drug is CC(C(=O)O)c1cccc(C(=O)c2ccccc2)c1. The result is 1 (causes liver injury). (5) The drug is CC(=O)Nc1cccc(O)c1. The result is 0 (no liver injury).